Dataset: CYP2C19 inhibition data for predicting drug metabolism from PubChem BioAssay. Task: Regression/Classification. Given a drug SMILES string, predict its absorption, distribution, metabolism, or excretion properties. Task type varies by dataset: regression for continuous measurements (e.g., permeability, clearance, half-life) or binary classification for categorical outcomes (e.g., BBB penetration, CYP inhibition). Dataset: cyp2c19_veith. (1) The compound is COCCn1c(=O)c(-c2ccc(Cl)cc2)nc2cnc(N3CCOCC3)nc21. The result is 0 (non-inhibitor). (2) The compound is COC(=O)[C@H](CCSC)NC(=O)C/C=C\[C@@H](C)CO. The result is 0 (non-inhibitor). (3) The compound is Cn1c(=O)n2n(c1=O)[C@H]1[C@H](O)[C@H]3O[C@@H]3/C(=N/OC[C@@H](O)COCc3ccco3)[C@@H]1CC2. The result is 0 (non-inhibitor). (4) The compound is COc1ccc(-c2nc3cnc(N(C)C)nc3n(CCC#N)c2=O)cc1. The result is 0 (non-inhibitor). (5) The compound is CCNc1ncc2ncc(=O)n(Cc3cccc(OC)c3)c2n1. The result is 1 (inhibitor). (6) The drug is CCCCN1C(=O)C(NC(=O)C2CC2)(C(F)(F)F)C2=C1CC(C)(C)CC2=O. The result is 1 (inhibitor). (7) The molecule is COc1ccc2c3c(ccc2c1)N[C@H](C(=O)O)CC3. The result is 0 (non-inhibitor). (8) The molecule is Cc1ccccc1-c1nc(NC2CC2)c2ccccc2n1. The result is 0 (non-inhibitor). (9) The compound is Cc1ccc(Sc2ncccc2COC(=O)Nc2ccccc2C)cc1. The result is 1 (inhibitor). (10) The result is 1 (inhibitor). The molecule is Cc1cc(Cl)ccc1NC(=O)CN1CCC(C(O)(c2ccccc2)c2ccccc2)CC1.